Task: Predict the reaction yield, written as a fraction of the theoretical maximum amount of product (1.0 means a 100% yield; for example, 0.34 means a 34% yield).. Dataset: Reaction yield outcomes from USPTO patents with 853,638 reactions The product is [F:21][C:3]1[C:4]([C:9]([C:11]2[CH:12]=[C:13]3[C:18](=[CH:19][CH:20]=2)[N:17]=[CH:16][CH:15]=[N:14]3)=[O:10])=[C:5]([F:8])[CH:6]=[CH:7][C:2]=1[N:1]([S:25]([CH2:22][CH2:23][CH3:24])(=[O:27])=[O:26])[S:25]([CH2:22][CH2:23][CH3:24])(=[O:27])=[O:26]. The reactants are [NH2:1][C:2]1[C:3]([F:21])=[C:4]([C:9]([C:11]2[CH:12]=[C:13]3[C:18](=[CH:19][CH:20]=2)[N:17]=[CH:16][CH:15]=[N:14]3)=[O:10])[C:5]([F:8])=[CH:6][CH:7]=1.[CH2:22]([S:25](Cl)(=[O:27])=[O:26])[CH2:23][CH3:24]. The catalyst is C(Cl)Cl. The yield is 0.345.